This data is from Catalyst prediction with 721,799 reactions and 888 catalyst types from USPTO. The task is: Predict which catalyst facilitates the given reaction. Reactant: O[CH:2]1[CH2:7][CH2:6][CH:5]([C:8]([O:10][C:11]([CH3:14])([CH3:13])[CH3:12])=[O:9])[CH2:4][CH2:3]1.CCN(S(F)(F)[F:21])CC. Product: [F:21][CH:2]1[CH2:7][CH2:6][CH:5]([C:8]([O:10][C:11]([CH3:14])([CH3:13])[CH3:12])=[O:9])[CH2:4][CH2:3]1. The catalyst class is: 4.